Dataset: Full USPTO retrosynthesis dataset with 1.9M reactions from patents (1976-2016). Task: Predict the reactants needed to synthesize the given product. (1) Given the product [Br:30][C:6]1[C:7]([NH:11][C:12]2[CH:13]=[C:14]([CH:19]=[CH:20][C:21]=2[CH3:22])[C:15]([NH:17][CH3:18])=[O:16])=[N:8][CH:9]=[N:10][C:5]=1[NH:4][CH2:3][C:2]([CH3:24])([CH3:23])[CH3:1], predict the reactants needed to synthesize it. The reactants are: [CH3:1][C:2]([CH3:24])([CH3:23])[CH2:3][NH:4][C:5]1[N:10]=[CH:9][N:8]=[C:7]([NH:11][C:12]2[CH:13]=[C:14]([CH:19]=[CH:20][C:21]=2[CH3:22])[C:15]([NH:17][CH3:18])=[O:16])[CH:6]=1.C(=O)(O)[O-].[Na+].[Br:30]Br. (2) Given the product [F:34][C:2]([F:33])([F:1])[C:3]1[CH:4]=[C:5]([CH:6]=[C:7]([C:9]([F:10])([F:11])[F:12])[CH:8]=1)[C:13]([N:15]1[CH2:20][CH2:19][C@H:18]([N:21]2[CH2:26][CH2:25][N:24]([CH2:36][C:37]([N:39]3[CH2:44][CH2:43][O:42][CH2:41][CH2:40]3)=[O:38])[CH2:23][CH2:22]2)[C@H:17]([C:27]2[CH:32]=[CH:31][CH:30]=[CH:29][CH:28]=2)[CH2:16]1)=[O:14], predict the reactants needed to synthesize it. The reactants are: [F:1][C:2]([F:34])([F:33])[C:3]1[CH:4]=[C:5]([C:13]([N:15]2[CH2:20][CH2:19][C@H:18]([N:21]3[CH2:26][CH2:25][NH:24][CH2:23][CH2:22]3)[C@H:17]([C:27]3[CH:32]=[CH:31][CH:30]=[CH:29][CH:28]=3)[CH2:16]2)=[O:14])[CH:6]=[C:7]([C:9]([F:12])([F:11])[F:10])[CH:8]=1.Cl[CH2:36][C:37]([N:39]1[CH2:44][CH2:43][O:42][CH2:41][CH2:40]1)=[O:38]. (3) The reactants are: [Br:1][C:2]1[CH:10]=[C:9]([F:11])[CH:8]=[CH:7][C:3]=1[C:4](O)=[O:5].O1CCCC1.B. Given the product [Br:1][C:2]1[CH:10]=[C:9]([F:11])[CH:8]=[CH:7][C:3]=1[CH2:4][OH:5], predict the reactants needed to synthesize it. (4) Given the product [C:4]1([S:2][C:7]([CH3:10])([CH3:9])[CH3:8])[CH:16]=[CH:17][CH:12]=[CH:13][CH:14]=1, predict the reactants needed to synthesize it. The reactants are: C[S:2]([CH3:4])=O.O([C:7]([CH3:10])([CH3:9])[CH3:8])[Na].Cl[C:12]1[CH:17]=[CH:16]C=[CH:14][CH:13]=1.